Dataset: Forward reaction prediction with 1.9M reactions from USPTO patents (1976-2016). Task: Predict the product of the given reaction. Given the reactants F[C:2]1[N:9]=[CH:8][CH:7]=[CH:6][C:3]=1[C:4]#[N:5].O1CCCC1.[CH2:15]([N:17](CC)[CH2:18][CH3:19])[CH3:16].N1CCCC1, predict the reaction product. The product is: [N:17]1([C:2]2[N:9]=[CH:8][CH:7]=[CH:6][C:3]=2[C:4]#[N:5])[CH2:18][CH2:19][CH2:16][CH2:15]1.